From a dataset of Forward reaction prediction with 1.9M reactions from USPTO patents (1976-2016). Predict the product of the given reaction. (1) The product is: [Cl:39][C:34]1[CH:33]=[C:32]([CH2:31][C:30]([N:29]([C@@H:21]([C:17]2[CH:18]=[CH:19][CH:20]=[C:15]([NH:14][S:11]([CH2:10][CH:9]([OH:8])[CH3:42])(=[O:13])=[O:12])[CH:16]=2)[CH2:22][N:23]2[CH2:27][CH2:26][C@@H:25]([OH:28])[CH2:24]2)[CH3:41])=[O:40])[CH:37]=[CH:36][C:35]=1[Cl:38]. Given the reactants [Si]([O:8][CH:9]([CH3:42])[CH2:10][S:11]([NH:14][C:15]1[CH:16]=[C:17]([C@H:21]([N:29]([CH3:41])[C:30](=[O:40])[CH2:31][C:32]2[CH:37]=[CH:36][C:35]([Cl:38])=[C:34]([Cl:39])[CH:33]=2)[CH2:22][N:23]2[CH2:27][CH2:26][C@@H:25]([OH:28])[CH2:24]2)[CH:18]=[CH:19][CH:20]=1)(=[O:13])=[O:12])(C(C)(C)C)(C)C.[F-].C([N+](CCCC)(CCCC)CCCC)CCC, predict the reaction product. (2) The product is: [CH3:1][N:2]([CH3:27])[CH2:3][CH2:4][N:5]1[C:9]2[N:10]=[C:11]([C:20]3[CH:26]=[CH:25][C:23]([NH:24][C:32]([NH:42][CH2:40][CH3:41])=[O:38])=[CH:22][CH:21]=3)[N:12]=[C:13]([N:14]3[CH2:15][CH2:16][O:17][CH2:18][CH2:19]3)[C:8]=2[CH:7]=[CH:6]1. Given the reactants [CH3:1][N:2]([CH3:27])[CH2:3][CH2:4][N:5]1[C:9]2[N:10]=[C:11]([C:20]3[CH:26]=[CH:25][C:23]([NH2:24])=[CH:22][CH:21]=3)[N:12]=[C:13]([N:14]3[CH2:19][CH2:18][O:17][CH2:16][CH2:15]3)[C:8]=2[CH:7]=[CH:6]1.ClC(Cl)(O[C:32](=[O:38])OC(Cl)(Cl)Cl)Cl.[CH2:40]([NH2:42])[CH3:41], predict the reaction product. (3) Given the reactants [Br:1][C:2]1[CH:3]=[C:4]([CH2:11][O:12][Si](C(C)C)(C(C)C)C(C)C)[C:5]2[N:6]([N:8]=[CH:9][N:10]=2)[CH:7]=1.[F-].C([N+](CCCC)(CCCC)CCCC)CCC, predict the reaction product. The product is: [Br:1][C:2]1[CH:3]=[C:4]([CH2:11][OH:12])[C:5]2[N:6]([N:8]=[CH:9][N:10]=2)[CH:7]=1.